This data is from Full USPTO retrosynthesis dataset with 1.9M reactions from patents (1976-2016). The task is: Predict the reactants needed to synthesize the given product. (1) Given the product [NH:3]1[C:4]2[CH:9]=[CH:8][CH:7]=[CH:6][C:5]=2[N:1]=[C:2]1[CH2:10][C:11]1[CH:12]=[CH:13][C:14]([C:15]([N:51]2[CH2:55][CH2:54][CH:53]([OH:56])[CH2:52]2)=[O:17])=[CH:18][CH:19]=1, predict the reactants needed to synthesize it. The reactants are: [NH:1]1[C:5]2[CH:6]=[CH:7][CH:8]=[CH:9][C:4]=2[N:3]=[C:2]1[CH2:10][C:11]1[CH:19]=[CH:18][C:14]([C:15]([OH:17])=O)=[CH:13][CH:12]=1.Cl.CN(C)CCCN=C=NCC.ON1C2C=CC=CC=2N=N1.C(N(C(C)C)CC)(C)C.[NH:51]1[CH2:55][CH2:54][CH:53]([OH:56])[CH2:52]1. (2) Given the product [ClH:30].[CH3:25][O:24][C:19]1[C:18]([O:26][CH3:27])=[C:17]([O:28][CH3:29])[CH:16]=[C:15]2[C:20]=1[C:21](=[O:23])[CH2:22][C:11]1([O:14]2)[CH2:12][CH2:13][NH:8][CH2:9][CH2:10]1, predict the reactants needed to synthesize it. The reactants are: C([N:8]1[CH2:13][CH2:12][C:11]2([CH2:22][C:21](=[O:23])[C:20]3[C:15](=[CH:16][C:17]([O:28][CH3:29])=[C:18]([O:26][CH3:27])[C:19]=3[O:24][CH3:25])[O:14]2)[CH2:10][CH2:9]1)(OC(C)(C)C)=O.[ClH:30]. (3) Given the product [CH2:1]([O:3][C:4]([C:6]1[N:7]=[N:8][C:9]([Cl:25])=[C:10]2[CH:14]=[C:13]([C:15]3[CH:20]=[CH:19][C:18]([F:21])=[CH:17][CH:16]=3)[S:12][C:11]=12)=[O:5])[CH3:2], predict the reactants needed to synthesize it. The reactants are: [CH2:1]([O:3][C:4]([C:6]1[C:11]2[S:12][C:13]([C:15]3[CH:20]=[CH:19][C:18]([F:21])=[CH:17][CH:16]=3)=[CH:14][C:10]=2[C:9](=O)[NH:8][N:7]=1)=[O:5])[CH3:2].P(Cl)(Cl)([Cl:25])=O.